From a dataset of Reaction yield outcomes from USPTO patents with 853,638 reactions. Predict the reaction yield, written as a fraction of the theoretical maximum amount of product (1.0 means a 100% yield; for example, 0.34 means a 34% yield). (1) The reactants are [F:1][C:2]1[CH:7]=[C:6]([F:8])[CH:5]=[CH:4][C:3]=1[C:9]1[N:10]=[C:11]2[N:15]([CH:16]=1)[CH:14]=[CH:13][O:12]2.C1C(=O)N([I:24])C(=O)C1.CN(C=O)C. The catalyst is O. The product is [F:1][C:2]1[CH:7]=[C:6]([F:8])[CH:5]=[CH:4][C:3]=1[C:9]1[N:10]=[C:11]2[N:15]([C:16]=1[I:24])[CH:14]=[CH:13][O:12]2. The yield is 0.730. (2) The reactants are [CH3:1][O:2][C:3](=[O:15])[CH:4]([O:11][CH2:12][CH:13]=O)[C:5]1[CH:10]=[CH:9][CH:8]=[CH:7][CH:6]=1.[C:16]([O:20][C:21]([CH3:24])([CH3:23])[CH3:22])(=[O:19])[NH:17][NH2:18]. The catalyst is C1(C)C=CC=CC=1. The product is [CH3:1][O:2][C:3](=[O:15])[CH:4]([C:5]1[CH:6]=[CH:7][CH:8]=[CH:9][CH:10]=1)[O:11][CH2:12][CH:13]=[N:18][NH:17][C:16]([O:20][C:21]([CH3:24])([CH3:23])[CH3:22])=[O:19]. The yield is 0.670. (3) The reactants are C(N(CC)CC)C.[NH2:8][C:9]1[CH:10]=[C:11]([C:15]#[C:16][C:17]2[CH:18]=[N:19][C:20]([NH2:23])=[N:21][CH:22]=2)[CH:12]=[N:13][CH:14]=1.[C:24]([C:28]1[O:32][N:31]=[C:30]([NH:33][C:34](=O)[O:35]C2C=CC=CC=2)[CH:29]=1)([CH3:27])([CH3:26])[CH3:25]. The catalyst is O1CCOCC1. The product is [NH2:23][C:20]1[N:19]=[CH:18][C:17]([C:16]#[C:15][C:11]2[CH:10]=[C:9]([NH:8][C:34]([NH:33][C:30]3[CH:29]=[C:28]([C:24]([CH3:27])([CH3:26])[CH3:25])[O:32][N:31]=3)=[O:35])[CH:14]=[N:13][CH:12]=2)=[CH:22][N:21]=1. The yield is 0.480. (4) The reactants are [C:1]([O:5][C:6]([NH:8][C@@H:9]([CH2:14][O:15][CH2:16][C@H:17]([CH2:27][C:28]1[CH:33]=[CH:32][C:31]([CH3:34])=[CH:30][CH:29]=1)[C@@H:18]([O:22][CH2:23][CH:24]([CH3:26])[CH3:25])[C@@H:19]([OH:21])[CH3:20])[C:10]([O:12]C)=[O:11])=[O:7])([CH3:4])([CH3:3])[CH3:2].O[Li].O. The catalyst is C1COCC1.O. The product is [C:1]([O:5][C:6]([NH:8][C@@H:9]([CH2:14][O:15][CH2:16][C@H:17]([CH2:27][C:28]1[CH:29]=[CH:30][C:31]([CH3:34])=[CH:32][CH:33]=1)[C@@H:18]([O:22][CH2:23][CH:24]([CH3:25])[CH3:26])[C@@H:19]([OH:21])[CH3:20])[C:10]([OH:12])=[O:11])=[O:7])([CH3:3])([CH3:4])[CH3:2]. The yield is 0.850. (5) The reactants are [F:1][C:2]1[C:7]([C:8]([F:11])([F:10])[F:9])=[CH:6][CH:5]=[CH:4][C:3]=1[C:12]1[N:13]=[C:14]([NH:17][C:18](=[O:26])[C:19]2[CH:24]=[CH:23][C:22](I)=[CH:21][CH:20]=2)[S:15][CH:16]=1.[N:27]1[CH:32]=[CH:31][CH:30]=[C:29]([NH2:33])[N:28]=1. No catalyst specified. The product is [F:1][C:2]1[C:7]([C:8]([F:11])([F:10])[F:9])=[CH:6][CH:5]=[CH:4][C:3]=1[C:12]1[N:13]=[C:14]([NH:17][C:18](=[O:26])[C:19]2[CH:24]=[CH:23][C:22]([NH:33][C:29]3[N:28]=[N:27][CH:32]=[CH:31][CH:30]=3)=[CH:21][CH:20]=2)[S:15][CH:16]=1. The yield is 0.250. (6) The catalyst is CO. The product is [Cl:1][C:2]1[CH:3]=[CH:4][C:5]([C:8]2[N:9]=[C:10]3[CH:15]=[CH:14][CH:13]=[CH:12][N:11]3[C:16]=2[CH2:17][C:18]2[N:22]=[C:21]([C:23]([NH:28][NH2:29])=[O:25])[O:20][N:19]=2)=[CH:6][CH:7]=1. The yield is 0.860. The reactants are [Cl:1][C:2]1[CH:7]=[CH:6][C:5]([C:8]2[N:9]=[C:10]3[CH:15]=[CH:14][CH:13]=[CH:12][N:11]3[C:16]=2[CH2:17][C:18]2[N:22]=[C:21]([C:23]([O:25]CC)=O)[O:20][N:19]=2)=[CH:4][CH:3]=1.[NH2:28][NH2:29].O.